Dataset: Protein-peptide binding for MDM2, ACE2, and 12ca5 with 34 validated binders. Task: Binary Classification. Given protein and peptide amino acid sequences, predict whether they interact or not. The protein target is MDM2 with sequence MCNTNMSVPTDGAVTTSQIPASEQETLVRPKPLLLKLLKSVGAQKDTYTMKEVLFYLGQYIMTKRLYDEKQQHIVYCSNDLLGDLFGVPSFSVKEHRKIYTMIYRNLVVVNQQESSDSGTSVSENRCHLEGGSDQKDLVQELQEEKPSSSHLVSRPSTSSRRRAISETEENSDELSGERQRKRHKSDSISLSFDESLALCVIREICCERSSSSESTGTPSNPDLDAGVSEHSGDWLDQDSVSDQFSVEFEVESLDSEDYSLSEEGQELSDEDDEVYQVTVYQAGESDTDSFEEDPEISLADYWKCTSCNEMNPPLPSHCNRCWALRENWLPEDKGKDKGEISEKAKLENSTQAEEGFDVPDCKKTIVNDSRESCVEENDDKITQASQSQESEDYSQPSTSSSIIYSSQEDVKEFEREETQDKEESVESSLPLNAIEPCVICQGRPKNGCIVHGKTGHLMACFTCAKKLKKRNKPCPVCRQPIQMIVLTYFP. The peptide is AAAAAYWAALSPK.